Dataset: Forward reaction prediction with 1.9M reactions from USPTO patents (1976-2016). Task: Predict the product of the given reaction. (1) The product is: [N+:30]([C:27]1[CH:28]=[CH:29][C:24]([O:23][C:21]([NH:1][CH:2]2[CH2:3][CH2:4][N:5]([C:8]([O:10][CH2:11][CH3:12])=[O:9])[CH2:6][CH2:7]2)=[O:22])=[CH:25][CH:26]=1)([O-:32])=[O:31]. Given the reactants [NH2:1][CH:2]1[CH2:7][CH2:6][N:5]([C:8]([O:10][CH2:11][CH3:12])=[O:9])[CH2:4][CH2:3]1.CCN(CC)CC.Cl[C:21]([O:23][C:24]1[CH:29]=[CH:28][C:27]([N+:30]([O-:32])=[O:31])=[CH:26][CH:25]=1)=[O:22].O, predict the reaction product. (2) Given the reactants Br[CH2:2][C:3]([O:5][C:6]([CH3:9])([CH3:8])[CH3:7])=[O:4].[C:10]([C:12]1[CH:13]=[C:14]2[C:18](=[CH:19][CH:20]=1)[NH:17][CH:16]=[CH:15]2)#[N:11].C([O-])([O-])=O.[K+].[K+], predict the reaction product. The product is: [C:10]([C:12]1[CH:13]=[C:14]2[C:18](=[CH:19][CH:20]=1)[N:17]([CH2:2][C:3]([O:5][C:6]([CH3:9])([CH3:8])[CH3:7])=[O:4])[CH:16]=[CH:15]2)#[N:11]. (3) Given the reactants [NH2:1][C:2]1[N:7]=[CH:6][N:5]=[C:4]2[N:8]([CH:19]([C:21]3[CH:22]=[C:23]4[N:28]([C:29]=3[C:30]3[CH2:31][CH2:32][N:33](C(OC(C)(C)C)=O)[CH2:34][CH:35]=3)[CH:27]=[CH:26][CH:25]=[CH:24]4)[CH3:20])[N:9]=[C:10]([C:11]3[CH:16]=[C:15]([OH:17])[CH:14]=[C:13]([F:18])[CH:12]=3)[C:3]=12.FC(F)(F)C(O)=O, predict the reaction product. The product is: [NH2:1][C:2]1[N:7]=[CH:6][N:5]=[C:4]2[N:8]([CH:19]([C:21]3[CH:22]=[C:23]4[N:28]([C:29]=3[C:30]3[CH2:31][CH2:32][NH:33][CH2:34][CH:35]=3)[CH:27]=[CH:26][CH:25]=[CH:24]4)[CH3:20])[N:9]=[C:10]([C:11]3[CH:16]=[C:15]([OH:17])[CH:14]=[C:13]([F:18])[CH:12]=3)[C:3]=12. (4) Given the reactants [NH2:1][C:2]1[CH:7]=[CH:6][C:5]([C:8]([NH:10][S:11]([C:14]2[S:15][C:16]([Cl:19])=[CH:17][CH:18]=2)(=[O:13])=[O:12])=[O:9])=[CH:4][CH:3]=1.[N:20]([C:23]1[CH:32]=[CH:31][CH:30]=[CH:29][C:24]=1[C:25](OC)=[O:26])=[C:21]=[O:22].C1CCN2C(=NCCC2)CC1, predict the reaction product. The product is: [O:22]=[C:21]1[N:1]([C:2]2[CH:7]=[CH:6][C:5]([C:8]([NH:10][S:11]([C:14]3[S:15][C:16]([Cl:19])=[CH:17][CH:18]=3)(=[O:13])=[O:12])=[O:9])=[CH:4][CH:3]=2)[C:25](=[O:26])[C:24]2[C:23](=[CH:32][CH:31]=[CH:30][CH:29]=2)[NH:20]1.